From a dataset of Retrosynthesis with 50K atom-mapped reactions and 10 reaction types from USPTO. Predict the reactants needed to synthesize the given product. (1) Given the product NC(CCN1CCC2(CC1)CCN(Cc1ccc(Br)cc1)C2=O)c1ccccc1, predict the reactants needed to synthesize it. The reactants are: CC(C)(C)OC(=O)NC(CCN1CCC2(CC1)CCN(Cc1ccc(Br)cc1)C2=O)c1ccccc1. (2) Given the product C[C@H]1CCCN(C(=O)C2Cc3ccc(F)cc3N2c2ccc(=O)n(C)n2)C1, predict the reactants needed to synthesize it. The reactants are: C[C@H]1CCCNC1.Cn1nc(N2c3cc(F)ccc3CC2C(=O)O)ccc1=O. (3) Given the product COCCCNc1nc(C(C)(C)C)ncc1C(=O)N(CC(C)C)[C@@H]1CNC[C@H](C(=O)N2CCN(C)CC2)C1, predict the reactants needed to synthesize it. The reactants are: COCCCNc1nc(C(C)(C)C)ncc1C(=O)N(CC(C)C)[C@H]1C[C@@H](C(=O)N2CCN(C)CC2)CN(C(=O)OC(C)(C)C)C1. (4) Given the product CN(C)c1cc(Cl)ccc1C(=O)Nc1ccc(N(CCn2cccn2)C(=O)OC(C)(C)C)nc1, predict the reactants needed to synthesize it. The reactants are: CC(C)(C)OC(=O)N(CCn1cccn1)c1ccc(N)cn1.CN(C)c1cc(Cl)ccc1C(=O)O. (5) The reactants are: CCC=CCC(=O)Cl.COc1cc2nc(N3CCNCC3)nc(N)c2cc1OC. Given the product CCC=CCC(=O)N1CCN(c2nc(N)c3cc(OC)c(OC)cc3n2)CC1, predict the reactants needed to synthesize it. (6) The reactants are: CCCSc1nc(Br)c(SC)n1COCC[Si](C)(C)C. Given the product CCCSc1ncc(SC)n1COCC[Si](C)(C)C, predict the reactants needed to synthesize it.